This data is from Catalyst prediction with 721,799 reactions and 888 catalyst types from USPTO. The task is: Predict which catalyst facilitates the given reaction. (1) Reactant: [CH3:1][O:2][C:3]1[C@H:4]([CH2:14][C:15]2[CH:16]=[C:17]3[C:22](=[CH:23][CH:24]=2)[N:21]=[CH:20][CH:19]=[CH:18]3)[N:5]=C(OC)[C@@H](C(C)C)N=1.FC(F)(F)C(O)=[O:28]. Product: [NH2:5][C@@H:4]([CH2:14][C:15]1[CH:16]=[C:17]2[C:22](=[CH:23][CH:24]=1)[N:21]=[CH:20][CH:19]=[CH:18]2)[C:3]([O:2][CH3:1])=[O:28]. The catalyst class is: 192. (2) Reactant: [NH2:1][C:2]1[CH:3]=[C:4]2[C:9](=[CH:10][CH:11]=1)[C:8]([N:12]([C:20]([O:22][C:23]([CH3:26])([CH3:25])[CH3:24])=[O:21])[C:13]([O:15][C:16]([CH3:19])([CH3:18])[CH3:17])=[O:14])=[N:7][CH:6]=[CH:5]2.[F:27][C:28]([C:32]1[C:37]([CH3:38])=[CH:36][C:35](B(O)O)=[CH:34][C:33]=1[CH3:42])([F:31])[CH2:29][OH:30].O.[C:44]([OH:48])(=O)[CH:45]=O.Cl.[Br:50][C:51]1[CH:57]=[CH:56][C:54]([NH2:55])=[CH:53][C:52]=1[CH2:58][NH:59][CH3:60].CCN(C(C)C)C(C)C.CN(C(ON1N=NC2C=CC=NC1=2)=[N+](C)C)C.F[P-](F)(F)(F)(F)F. Product: [NH2:55][C:54]1[CH:56]=[CH:57][C:51]([Br:50])=[C:52]([CH2:58][N:59]([CH3:60])[C:44]([CH:45]([NH:1][C:2]2[CH:3]=[C:4]3[C:9](=[CH:10][CH:11]=2)[C:8]([N:12]([C:13]([O:15][C:16]([CH3:17])([CH3:18])[CH3:19])=[O:14])[C:20](=[O:21])[O:22][C:23]([CH3:26])([CH3:25])[CH3:24])=[N:7][CH:6]=[CH:5]3)[C:35]2[CH:36]=[C:37]([CH3:38])[C:32]([C:28]([F:31])([F:27])[CH2:29][OH:30])=[C:33]([CH3:42])[CH:34]=2)=[O:48])[CH:53]=1. The catalyst class is: 618. (3) Reactant: [OH:1][C@H:2]1[CH2:7][CH2:6][C@H:5]([N:8]2[CH2:12][CH2:11][C@:10]3([CH2:17][CH2:16][CH2:15][NH:14][CH2:13]3)[C:9]2=[O:18])[CH2:4][CH2:3]1.[Cl:19][C:20]1[CH:25]=[C:24]([CH3:26])[CH:23]=[CH:22][C:21]=1I.C(=O)([O-])[O-].[K+].[K+].[C@H]1(O)CCCC[C@@H]1O.C(O)(C)(C)C. Product: [Cl:19][C:20]1[CH:25]=[C:24]([CH3:26])[CH:23]=[CH:22][C:21]=1[N:14]1[CH2:15][CH2:16][CH2:17][C@@:10]2([C:9](=[O:18])[N:8]([C@H:5]3[CH2:6][CH2:7][C@H:2]([OH:1])[CH2:3][CH2:4]3)[CH2:12][CH2:11]2)[CH2:13]1. The catalyst class is: 205. (4) Reactant: [Cl:1][C:2]1[CH:3]=[C:4]([C:12]2([C:31]([F:34])([F:33])[F:32])[O:16][N:15]=[C:14]([C:17]3[CH:25]=[CH:24][C:20]([C:21](O)=[O:22])=[C:19]([CH2:26][C:27]([F:30])([F:29])[F:28])[CH:18]=3)[CH2:13]2)[CH:5]=[C:6]([C:8]([F:11])([F:10])[F:9])[CH:7]=1.CN(C(ON1N=NC2C=CC=NC1=2)=[N+](C)C)C.F[P-](F)(F)(F)(F)F.CCN(C(C)C)C(C)C.Cl.[NH:69]1[CH2:73][C:72](=[O:74])[NH:71][CH2:70]1. Product: [Cl:1][C:2]1[CH:3]=[C:4]([C:12]2([C:31]([F:34])([F:32])[F:33])[O:16][N:15]=[C:14]([C:17]3[CH:25]=[CH:24][C:20]([C:21]([N:69]4[CH2:73][C:72](=[O:74])[NH:71][CH2:70]4)=[O:22])=[C:19]([CH2:26][C:27]([F:28])([F:30])[F:29])[CH:18]=3)[CH2:13]2)[CH:5]=[C:6]([C:8]([F:9])([F:11])[F:10])[CH:7]=1. The catalyst class is: 9.